Dataset: Full USPTO retrosynthesis dataset with 1.9M reactions from patents (1976-2016). Task: Predict the reactants needed to synthesize the given product. The reactants are: [CH3:1][N:2]1[C:10]2[C:5](=[CH:6][C:7]([N+:11]([O-])=O)=[CH:8][CH:9]=2)[C:4]([C:14]2[CH:19]=[CH:18][CH:17]=[CH:16][CH:15]=2)=[C:3]1[C:20](O)=[O:21].Cl.CN(C)CCCN=C=NCC.Cl.[CH3:36][O:37][C:38](=[O:45])[C@H:39]([CH2:41][CH:42]([CH3:44])[CH3:43])[NH2:40].CN1CCOCC1.NN. Given the product [NH2:11][C:7]1[CH:6]=[C:5]2[C:10](=[CH:9][CH:8]=1)[N:2]([CH3:1])[C:3]([C:20]([NH:40][C@H:39]([C:38]([O:37][CH3:36])=[O:45])[CH2:41][CH:42]([CH3:44])[CH3:43])=[O:21])=[C:4]2[C:14]1[CH:15]=[CH:16][CH:17]=[CH:18][CH:19]=1, predict the reactants needed to synthesize it.